From a dataset of Forward reaction prediction with 1.9M reactions from USPTO patents (1976-2016). Predict the product of the given reaction. (1) Given the reactants NCC(C1C=CC(Cl)=CC=1)CC(O)=O.Cl.[Cl:16][C:17]1[CH:29]=[CH:28][C:20]([CH:21]=[CH:22][C:23]([O:25][CH2:26][CH3:27])=[O:24])=[CH:19][CH:18]=1.CN(C)C(N(C)C)=N.[N+:38]([CH3:41])([O-:40])=[O:39], predict the reaction product. The product is: [Cl:16][C:17]1[CH:18]=[CH:19][C:20]([CH:21]([CH2:41][N+:38]([O-:40])=[O:39])[CH2:22][C:23]([O:25][CH2:26][CH3:27])=[O:24])=[CH:28][CH:29]=1. (2) Given the reactants [C:1]([C:3]1[CH:8]=[CH:7][C:6]([NH:9][C:10]2[C:22]([F:23])=[C:21]([F:24])[CH:20]=[CH:19][C:11]=2[C:12]([NH:14][O:15][CH2:16][CH2:17][OH:18])=[O:13])=[C:5]([F:25])[CH:4]=1)#[CH:2], predict the reaction product. The product is: [CH2:1]([C:3]1[CH:8]=[CH:7][C:6]([NH:9][C:10]2[C:22]([F:23])=[C:21]([F:24])[CH:20]=[CH:19][C:11]=2[C:12]([NH:14][O:15][CH2:16][CH2:17][OH:18])=[O:13])=[C:5]([F:25])[CH:4]=1)[CH3:2]. (3) The product is: [NH2:43][C:44]1[CH:45]=[C:46]([NH:51][S:52]([CH3:55])(=[O:54])=[O:53])[CH:47]=[CH:48][C:49]=1[NH:50][C:6](=[O:8])[C@@:5]([CH2:10][C:11]1[CH:16]=[CH:15][C:14]([F:17])=[CH:13][CH:12]=1)([OH:9])[C:4]([O:3][CH2:1][CH3:2])=[O:18]. Given the reactants [CH2:1]([O:3][C:4](=[O:18])[C@:5]([CH2:10][C:11]1[CH:16]=[CH:15][C:14]([F:17])=[CH:13][CH:12]=1)([OH:9])[C:6]([OH:8])=O)[CH3:2].CN(C(ON1N=NC2C=CC=NC1=2)=[N+](C)C)C.F[P-](F)(F)(F)(F)F.[NH2:43][C:44]1[CH:45]=[C:46]([NH:51][S:52]([CH3:55])(=[O:54])=[O:53])[CH:47]=[CH:48][C:49]=1[NH2:50].O, predict the reaction product. (4) The product is: [CH2:1]([N:3]([CH2:31][C:32]1[CH:33]=[CH:34][C:35]([O:38][CH2:41][CH2:42][N:44]([CH3:52])[CH2:45][CH:46]2[CH2:51][CH2:50][O:49][CH2:48][CH2:47]2)=[CH:36][CH:37]=1)[C:4]1[CH:9]=[C:8]([O:10][CH3:11])[C:7]([O:12][CH3:13])=[CH:6][C:5]=1[C@@H:14]1[CH2:23][CH2:22][C:21]2[CH:20]=[C:19]([OH:24])[CH:18]=[CH:17][C:16]=2[CH2:15]1)[CH3:2]. Given the reactants [CH2:1]([N:3]([C:31](=O)[C:32]1[CH:37]=[CH:36][C:35]([OH:38])=[CH:34][CH:33]=1)[C:4]1[CH:9]=[C:8]([O:10][CH3:11])[C:7]([O:12][CH3:13])=[CH:6][C:5]=1[C@@H:14]1[CH2:23][CH2:22][C:21]2[CH:20]=[C:19]([O:24]C(=O)C(C)(C)C)[CH:18]=[CH:17][C:16]=2[CH2:15]1)[CH3:2].Cl[CH2:41][C:42]([N:44]([CH3:52])[CH2:45][CH:46]1[CH2:51][CH2:50][O:49][CH2:48][CH2:47]1)=O, predict the reaction product. (5) Given the reactants [CH2:1]([O:8][C:9]1[CH:14]=[C:13](I)[CH:12]=[CH:11][C:10]=1[N:16]1[S:20](=[O:22])(=[O:21])[NH:19][C:18](=[O:23])[CH2:17]1)[C:2]1[CH:7]=[CH:6][CH:5]=[CH:4][CH:3]=1.[CH:24]([C:26]1[CH:27]=[N:28][CH:29]=[CH:30][CH:31]=1)=[CH2:25], predict the reaction product. The product is: [CH2:1]([O:8][C:9]1[CH:14]=[C:13](/[CH:25]=[CH:24]/[C:26]2[CH:27]=[N:28][CH:29]=[CH:30][CH:31]=2)[CH:12]=[CH:11][C:10]=1[N:16]1[S:20](=[O:22])(=[O:21])[NH:19][C:18](=[O:23])[CH2:17]1)[C:2]1[CH:7]=[CH:6][CH:5]=[CH:4][CH:3]=1.